This data is from Peptide-MHC class II binding affinity with 134,281 pairs from IEDB. The task is: Regression. Given a peptide amino acid sequence and an MHC pseudo amino acid sequence, predict their binding affinity value. This is MHC class II binding data. (1) The peptide sequence is WEQIFSTWLLKPGAG. The MHC is DRB1_1201 with pseudo-sequence DRB1_1201. The binding affinity (normalized) is 0.182. (2) The peptide sequence is SQDLELSWNLNGLNAY. The MHC is HLA-DQA10301-DQB10302 with pseudo-sequence HLA-DQA10301-DQB10302. The binding affinity (normalized) is 0.418. (3) The peptide sequence is EVTMLYVVASPDLMT. The MHC is DRB4_0101 with pseudo-sequence DRB4_0103. The binding affinity (normalized) is 0.427. (4) The peptide sequence is GELQIPDKIDAAFKI. The MHC is DRB1_1302 with pseudo-sequence DRB1_1302. The binding affinity (normalized) is 0.423. (5) The peptide sequence is LGNLFLHRFRTGEHL. The MHC is DRB1_0101 with pseudo-sequence DRB1_0101. The binding affinity (normalized) is 0.144. (6) The MHC is DRB1_1302 with pseudo-sequence DRB1_1302. The peptide sequence is RTLILLMLTNPTKRN. The binding affinity (normalized) is 0.361.